This data is from Full USPTO retrosynthesis dataset with 1.9M reactions from patents (1976-2016). The task is: Predict the reactants needed to synthesize the given product. (1) Given the product [Cl:15]/[CH:9]=[C:8](/[C:3]1[CH:4]=[CH:5][CH:6]=[CH:7][C:2]=1[Cl:1])\[CH:11]=[O:12], predict the reactants needed to synthesize it. The reactants are: [Cl:1][C:2]1[CH:7]=[CH:6][CH:5]=[CH:4][C:3]=1[CH:8]([CH:11]=[O:12])[CH:9]=O.O=S(Cl)[Cl:15]. (2) The reactants are: Br[C:2]1[CH:9]=[CH:8][C:5]([CH:6]=[O:7])=[CH:4][CH:3]=1.[CH2:10](B(O)O)[CH2:11][CH3:12]. Given the product [CH2:10]([C:2]1[CH:9]=[CH:8][C:5]([CH:6]=[O:7])=[CH:4][CH:3]=1)[CH2:11][CH3:12], predict the reactants needed to synthesize it. (3) Given the product [CH2:21]([N:28]1[CH2:32][C:31]2([CH2:37][CH2:36][N:35]([C:16](=[O:18])[C:15]3[CH:14]=[CH:13][C:12]([O:11][CH2:10][CH2:9][CH2:8][N:2]4[CH2:3][CH2:4][CH2:5][CH2:6][CH2:7]4)=[CH:20][CH:19]=3)[CH2:34][CH2:33]2)[NH:30][C:29]1=[O:38])[C:22]1[CH:23]=[CH:24][CH:25]=[CH:26][CH:27]=1, predict the reactants needed to synthesize it. The reactants are: Cl.[N:2]1([CH2:8][CH2:9][CH2:10][O:11][C:12]2[CH:20]=[CH:19][C:15]([C:16]([OH:18])=O)=[CH:14][CH:13]=2)[CH2:7][CH2:6][CH2:5][CH2:4][CH2:3]1.[CH2:21]([N:28]1[CH2:32][C:31]2([CH2:37][CH2:36][NH:35][CH2:34][CH2:33]2)[NH:30][C:29]1=[O:38])[C:22]1[CH:27]=[CH:26][CH:25]=[CH:24][CH:23]=1. (4) The reactants are: Cl[CH2:2][CH2:3][CH2:4][CH2:5][N:6]([CH3:20])[C:7]([N:9]1[CH:13]=[C:12]([C:14]2[CH:19]=[CH:18][CH:17]=[CH:16][CH:15]=2)[N:11]=[CH:10]1)=[O:8].[N-:21]=[N+:22]=[N-:23].C([N+](CCCC)(CCCC)CCCC)CCC. Given the product [N:21]([CH2:2][CH2:3][CH2:4][CH2:5][N:6]([CH3:20])[C:7]([N:9]1[CH:13]=[C:12]([C:14]2[CH:19]=[CH:18][CH:17]=[CH:16][CH:15]=2)[N:11]=[CH:10]1)=[O:8])=[N+:22]=[N-:23], predict the reactants needed to synthesize it. (5) Given the product [CH2:5]1[N:4]([CH2:3][CH2:2][OH:1])[CH:12]([CH2:14][OH:15])[CH:10]([OH:11])[CH:8]([OH:9])[CH:6]1[OH:7], predict the reactants needed to synthesize it. The reactants are: [OH:1][CH2:2][CH2:3][NH:4][CH2:5][C@@H:6]([C@H:8]([C@@H:10]([C@@H:12]([CH2:14][OH:15])O)[OH:11])[OH:9])[OH:7].OCCNC[C@@H]1O[C@](O)(CO)[C@@H](O)[C@@H]1O. (6) Given the product [CH:18]1([N:8]2[C:7](=[O:21])[C:6]3[C:11](=[C:2]([C:30]4[NH:29][C:28]5[C@@H:24]([CH3:23])[NH:25][C:26](=[O:41])[C:27]=5[CH:31]=4)[C:3]([F:22])=[CH:4][CH:5]=3)[N:10]=[C:9]2[NH:12][C:13]2([CH3:16])[CH2:14][CH2:15]2)[CH2:19][CH2:20]1, predict the reactants needed to synthesize it. The reactants are: Br[C:2]1[C:3]([F:22])=[CH:4][CH:5]=[C:6]2[C:11]=1[N:10]=[C:9]([NH:12][C:13]1(C)[CH2:16][CH2:15][CH2:14]1)[N:8]([CH:18]1[CH2:20][CH2:19]1)[C:7]2=[O:21].[CH3:23][C@@H:24]1[C:28]2[NH:29][C:30](B3OC(C)(C)C(C)(C)O3)=[CH:31][C:27]=2[C:26](=[O:41])[NH:25]1. (7) Given the product [C:1]([O:5][C:6](=[O:17])[CH2:7][CH:8]1[CH2:11][CH:10]([C:12](=[O:14])[CH2:13][C:18](=[O:25])[C:19]2[CH:20]=[N:21][CH:22]=[CH:23][CH:24]=2)[C:9]1([CH3:16])[CH3:15])([CH3:4])([CH3:2])[CH3:3], predict the reactants needed to synthesize it. The reactants are: [C:1]([O:5][C:6](=[O:17])[CH2:7][CH:8]1[CH2:11][CH:10]([C:12](=[O:14])[CH3:13])[C:9]1([CH3:16])[CH3:15])([CH3:4])([CH3:3])[CH3:2].[C:18](OC)(=[O:25])[C:19]1[CH:24]=[CH:23][CH:22]=[N:21][CH:20]=1.